This data is from Full USPTO retrosynthesis dataset with 1.9M reactions from patents (1976-2016). The task is: Predict the reactants needed to synthesize the given product. Given the product [CH2:1]([N:8]1[C:16]2[C:11](=[CH:12][CH:13]=[C:14]([O:17][CH:40]([CH3:42])[CH3:41])[CH:15]=2)[C:10]([C:18]([NH:20][CH2:21][C:22]2[CH:27]=[CH:26][C:25]([F:28])=[C:24]([F:29])[CH:23]=2)=[O:19])=[C:9]1[CH:30]([CH3:32])[CH3:31])[C:2]1[CH:7]=[CH:6][CH:5]=[CH:4][CH:3]=1, predict the reactants needed to synthesize it. The reactants are: [CH2:1]([N:8]1[C:16]2[C:11](=[CH:12][CH:13]=[C:14]([OH:17])[CH:15]=2)[C:10]([C:18]([NH:20][CH2:21][C:22]2[CH:27]=[CH:26][C:25]([F:28])=[C:24]([F:29])[CH:23]=2)=[O:19])=[C:9]1[CH:30]([CH3:32])[CH3:31])[C:2]1[CH:7]=[CH:6][CH:5]=[CH:4][CH:3]=1.C([O-])([O-])=O.[K+].[K+].I[CH:40]([CH3:42])[CH3:41].